From a dataset of Full USPTO retrosynthesis dataset with 1.9M reactions from patents (1976-2016). Predict the reactants needed to synthesize the given product. (1) Given the product [Cl:9][C:10]1[CH:11]=[C:12]2[C:16](=[CH:17][CH:18]=1)[N:15]([CH2:19][C:20]([OH:22])=[O:21])[C:14]([CH2:23][O:7][CH3:6])=[C:13]2[C:24]1[C:33]2[C:28](=[CH:29][C:30]([Cl:34])=[CH:31][CH:32]=2)[N:27]=[CH:26][CH:25]=1, predict the reactants needed to synthesize it. The reactants are: BrN1[C:6](=[O:7])CCC1=O.[Cl:9][C:10]1[CH:11]=[C:12]2[C:16](=[CH:17][CH:18]=1)[N:15]([CH2:19][C:20]([OH:22])=[O:21])[C:14]([CH3:23])=[C:13]2[C:24]1[C:33]2[C:28](=[CH:29][C:30]([Cl:34])=[CH:31][CH:32]=2)[N:27]=[CH:26][CH:25]=1. (2) The reactants are: Br[CH2:2][CH:3]([CH3:5])[CH3:4].[CH3:6][N:7]([CH3:29])[CH:8]1[CH2:12][CH2:11][N:10]([C:13]2[CH:18]=[CH:17][C:16]([NH:19][C:20](=[O:28])[C:21]3[CH:26]=[CH:25][C:24]([OH:27])=[N:23][CH:22]=3)=[CH:15][CH:14]=2)[CH2:9]1. Given the product [CH3:6][N:7]([CH3:29])[CH:8]1[CH2:12][CH2:11][N:10]([C:13]2[CH:14]=[CH:15][C:16]([NH:19][C:20](=[O:28])[C:21]3[CH:26]=[CH:25][C:24]([O:27][CH2:2][CH:3]([CH3:5])[CH3:4])=[N:23][CH:22]=3)=[CH:17][CH:18]=2)[CH2:9]1, predict the reactants needed to synthesize it. (3) Given the product [O:42]=[C:38]1[CH2:37][CH2:36][C:35]2[C:40](=[CH:41][C:32]([NH:31][C:2]3[C:3]4[NH:21][N:20]=[CH:19][C:4]=4[N:5]=[C:6]([C:8]4[CH:9]=[C:10]([NH:14][S:15]([CH3:18])(=[O:16])=[O:17])[CH:11]=[CH:12][CH:13]=4)[N:7]=3)=[CH:33][CH:34]=2)[NH:39]1, predict the reactants needed to synthesize it. The reactants are: Cl[C:2]1[C:3]2[C:4](=[CH:19][N:20](CC3C=CC(OC)=CC=3)[N:21]=2)[N:5]=[C:6]([C:8]2[CH:9]=[C:10]([NH:14][S:15]([CH3:18])(=[O:17])=[O:16])[CH:11]=[CH:12][CH:13]=2)[N:7]=1.[NH2:31][C:32]1[CH:41]=[C:40]2[C:35]([CH2:36][CH2:37][C:38](=[O:42])[NH:39]2)=[CH:34][CH:33]=1.Cl. (4) Given the product [OH:37][CH2:36][C:35]([NH:34][S:20]([C:16]1[CH:17]=[CH:18][CH:19]=[C:14]([C:10]2[N:9]=[C:8]([C:6]3[CH:5]=[C:4]([C:24]4[CH:29]=[CH:28][C:27]([C:30]([F:33])([F:31])[F:32])=[CH:26][CH:25]=4)[CH:3]=[C:2]([CH3:1])[N:7]=3)[CH:13]=[CH:12][CH:11]=2)[CH:15]=1)(=[O:22])=[O:21])([CH3:39])[CH3:38], predict the reactants needed to synthesize it. The reactants are: [CH3:1][C:2]1[N:7]=[C:6]([C:8]2[CH:13]=[CH:12][CH:11]=[C:10]([C:14]3[CH:15]=[C:16]([S:20](Cl)(=[O:22])=[O:21])[CH:17]=[CH:18][CH:19]=3)[N:9]=2)[CH:5]=[C:4]([C:24]2[CH:29]=[CH:28][C:27]([C:30]([F:33])([F:32])[F:31])=[CH:26][CH:25]=2)[CH:3]=1.[NH2:34][C:35]([CH3:39])([CH3:38])[CH2:36][OH:37]. (5) Given the product [C:1]([N:5]([CH2:13][CH2:14][O:15][CH2:16][C:17]#[C:18][C:20]1[S:24][CH:23]=[N:22][CH:21]=1)[C:6](=[O:12])[C:7]([O:9][CH2:10][CH3:11])=[O:8])([CH3:3])([CH3:4])[CH3:2], predict the reactants needed to synthesize it. The reactants are: [C:1]([N:5]([CH2:13][CH2:14][O:15][CH2:16][C:17]#[CH:18])[C:6](=[O:12])[C:7]([O:9][CH2:10][CH3:11])=[O:8])([CH3:4])([CH3:3])[CH3:2].Br[C:20]1[S:24][CH:23]=[N:22][CH:21]=1.C(NC(C)C)(C)C.C(P(C(C)(C)C)C(C)(C)C)(C)(C)C.[NH4+].[Cl-]. (6) Given the product [O:25]([C:26]1[CH:27]=[CH:28][C:29]([NH:30][C:13](=[O:15])[C:12]2[CH:16]=[CH:17][CH:18]=[C:10]([S:7]([N:1]3[CH2:2][CH2:3][CH2:4][CH2:5][CH2:6]3)(=[O:8])=[O:9])[CH:11]=2)=[CH:31][CH:32]=1)[C:19]1[CH:24]=[CH:23][CH:22]=[CH:21][CH:20]=1, predict the reactants needed to synthesize it. The reactants are: [N:1]1([S:7]([C:10]2[CH:11]=[C:12]([CH:16]=[CH:17][CH:18]=2)[C:13]([OH:15])=O)(=[O:9])=[O:8])[CH2:6][CH2:5][CH2:4][CH2:3][CH2:2]1.[C:19]1([O:25][C:26]2[CH:32]=[CH:31][C:29]([NH2:30])=[CH:28][CH:27]=2)[CH:24]=[CH:23][CH:22]=[CH:21][CH:20]=1.